Predict the product of the given reaction. From a dataset of Forward reaction prediction with 1.9M reactions from USPTO patents (1976-2016). (1) Given the reactants [Cl:1][C:2]1[CH:3]=[C:4]([NH:10][C:11](=[O:16])[CH2:12][CH2:13][CH2:14][CH3:15])[CH:5]=[C:6]([C:8]#[N:9])[CH:7]=1.[CH3:17][O:18][C:19]1[CH:26]=[CH:25][C:22]([CH2:23]Br)=[CH:21][CH:20]=1, predict the reaction product. The product is: [Cl:1][C:2]1[CH:3]=[C:4]([N:10]([CH2:23][C:22]2[CH:25]=[CH:26][C:19]([O:18][CH3:17])=[CH:20][CH:21]=2)[C:11](=[O:16])[CH2:12][CH2:13][CH2:14][CH3:15])[CH:5]=[C:6]([C:8]#[N:9])[CH:7]=1. (2) Given the reactants I[C:2]1[CH:7]=[CH:6][N:5]=[C:4]([S:8][CH3:9])[N:3]=1.[Br:10][C:11]1[S:15][C:14]([Sn](CCCC)(CCCC)CCCC)=[CH:13][CH:12]=1, predict the reaction product. The product is: [Br:10][C:11]1[S:15][C:14]([C:2]2[CH:7]=[CH:6][N:5]=[C:4]([S:8][CH3:9])[N:3]=2)=[CH:13][CH:12]=1. (3) Given the reactants C(Cl)(=O)C(Cl)=O.[F:7][C:8]1[CH:9]=[C:10]([N:21]2[CH2:25][CH:24]([C:26]([NH2:28])=[O:27])[O:23][C:22]2=[O:29])[CH:11]=[CH:12][C:13]=1[CH:14]1[CH2:19][CH2:18][CH:17]([OH:20])[CH2:16][CH2:15]1.CCN(C(C)C)C(C)C.[Cl-].[NH4+], predict the reaction product. The product is: [F:7][C:8]1[CH:9]=[C:10]([N:21]2[CH2:25][CH:24]([C:26]([NH2:28])=[O:27])[O:23][C:22]2=[O:29])[CH:11]=[CH:12][C:13]=1[CH:14]1[CH2:15][CH2:16][C:17](=[O:20])[CH2:18][CH2:19]1. (4) Given the reactants [F:1][C:2]([F:26])([F:25])[CH2:3][NH:4][C:5]([C:7]1([CH2:20][CH2:21][CH2:22][CH2:23]Br)[C:19]2[CH:18]=[CH:17][CH:16]=[CH:15][C:14]=2[C:13]2[C:8]1=[CH:9][CH:10]=[CH:11][CH:12]=2)=[O:6].[N:27]1([C:34]2[N:43]=[CH:42][C:41]3[C:36](=[CH:37][CH:38]=[CH:39][CH:40]=3)[N:35]=2)[CH2:33][CH2:32][CH2:31][NH:30][CH2:29][CH2:28]1, predict the reaction product. The product is: [F:1][C:2]([F:26])([F:25])[CH2:3][NH:4][C:5]([C:7]1([CH2:20][CH2:21][CH2:22][CH2:23][N:30]2[CH2:31][CH2:32][CH2:33][N:27]([C:34]3[N:43]=[CH:42][C:41]4[C:36](=[CH:37][CH:38]=[CH:39][CH:40]=4)[N:35]=3)[CH2:28][CH2:29]2)[C:19]2[CH:18]=[CH:17][CH:16]=[CH:15][C:14]=2[C:13]2[C:8]1=[CH:9][CH:10]=[CH:11][CH:12]=2)=[O:6]. (5) Given the reactants Cl[C:2]1[CH:7]=[C:6]([N:8]2[CH:12]=[CH:11][N:10]=[CH:9]2)[N:5]=[CH:4][N:3]=1.[NH3:13], predict the reaction product. The product is: [N:8]1([C:6]2[N:5]=[CH:4][N:3]=[C:2]([NH2:13])[CH:7]=2)[CH:12]=[CH:11][N:10]=[CH:9]1. (6) Given the reactants [O:1]=[C:2]1[CH2:11][CH2:10][C:9]2[C:4](=[CH:5][CH:6]=[C:7](B(O)O)[CH:8]=2)[NH:3]1.Br[C:16]1[CH:17]=[CH:18][C:19]([C:22]([F:25])([F:24])[F:23])=[N:20][CH:21]=1.O, predict the reaction product. The product is: [F:23][C:22]([F:25])([F:24])[C:19]1[N:20]=[CH:21][C:16]([C:7]2[CH:8]=[C:9]3[C:4](=[CH:5][CH:6]=2)[NH:3][C:2](=[O:1])[CH2:11][CH2:10]3)=[CH:17][CH:18]=1.